Dataset: Reaction yield outcomes from USPTO patents with 853,638 reactions. Task: Predict the reaction yield, written as a fraction of the theoretical maximum amount of product (1.0 means a 100% yield; for example, 0.34 means a 34% yield). The reactants are C(OC([N:8]1[CH2:13][CH2:12][CH:11]([CH2:14][CH2:15][CH2:16][CH2:17][C:18]2[CH:23]=[CH:22][CH:21]=[CH:20][CH:19]=2)[CH2:10][CH2:9]1)=O)(C)(C)C.Cl.CCOCC. The yield is 0.600. The product is [C:18]1([CH2:17][CH2:16][CH2:15][CH2:14][CH:11]2[CH2:10][CH2:9][NH:8][CH2:13][CH2:12]2)[CH:23]=[CH:22][CH:21]=[CH:20][CH:19]=1. The catalyst is CO.